Dataset: Full USPTO retrosynthesis dataset with 1.9M reactions from patents (1976-2016). Task: Predict the reactants needed to synthesize the given product. The reactants are: [CH3:1][C:2]1[C:3]([N+:10]([O-])=O)=[C:4]([O:8][CH3:9])[CH:5]=[CH:6][CH:7]=1.[O:13]1CC[CH2:15][CH2:14]1.C(OC(=O)C)(=O)C. Given the product [CH3:9][O:8][C:4]1[CH:5]=[CH:6][CH:7]=[C:2]([CH3:1])[C:3]=1[NH:10][C:14](=[O:13])[CH3:15], predict the reactants needed to synthesize it.